The task is: Predict the reaction yield, written as a fraction of the theoretical maximum amount of product (1.0 means a 100% yield; for example, 0.34 means a 34% yield).. This data is from Reaction yield outcomes from USPTO patents with 853,638 reactions. (1) The reactants are [Cl:1][C:2]1[N:3]=[N:4][C:5]([NH:8][NH2:9])=[CH:6][CH:7]=1.[CH2:10]([O:12][C:13](=[O:25])[C:14](=O)[CH2:15][C:16]([C:18]1[CH:23]=[CH:22][CH:21]=[CH:20][N:19]=1)=O)[CH3:11].Cl.C(=O)([O-])O.[Na+]. The catalyst is C(O)C.C(OCC)(=O)C. The product is [CH2:10]([O:12][C:13]([C:14]1[CH:15]=[C:16]([C:18]2[CH:23]=[CH:22][CH:21]=[CH:20][N:19]=2)[N:8]([C:5]2[N:4]=[N:3][C:2]([Cl:1])=[CH:7][CH:6]=2)[N:9]=1)=[O:25])[CH3:11]. The yield is 0.410. (2) The reactants are Br[C:2]1[N:7]=[C:6]([C:8]([NH2:10])=[O:9])[C:5]([NH:11][CH2:12][CH2:13][O:14][CH3:15])=[CH:4][CH:3]=1.[Br:16][C:17]1[CH:18]=[CH:19][C:20]([F:26])=[C:21](B(O)O)[CH:22]=1. The yield is 0.750. The product is [Br:16][C:17]1[CH:22]=[CH:21][C:20]([F:26])=[C:19]([C:2]2[N:7]=[C:6]([C:8]([NH2:10])=[O:9])[C:5]([NH:11][CH2:12][CH2:13][O:14][CH3:15])=[CH:4][CH:3]=2)[CH:18]=1. No catalyst specified. (3) The reactants are [CH3:1][O:2][C:3](=[O:20])[CH:4](P(O)(O)=O)[NH:5][C:6]([O:8][CH2:9][C:10]1[CH:15]=[CH:14][CH:13]=[CH:12][CH:11]=1)=[O:7].N12CCCN=C1CCCCC2.[CH3:32][CH:33]1[CH2:36][CH:35]([CH:37]=O)[CH2:34]1. The catalyst is ClCCl. The product is [CH3:1][O:2][C:3](=[O:20])/[C:4](/[NH:5][C:6]([O:8][CH2:9][C:10]1[CH:15]=[CH:14][CH:13]=[CH:12][CH:11]=1)=[O:7])=[CH:32]/[CH:33]1[CH2:36][CH:35]([CH3:37])[CH2:34]1. The yield is 0.380. (4) The reactants are Br[C:2]1[S:6][C:5]2=[N:7][CH:8]=[C:9]([I:10])[N:4]2[N:3]=1.[NH:11]1[C:19]2[C:14](=[CH:15][C:16](B(O)O)=[CH:17][CH:18]=2)[CH:13]=[CH:12]1.C([O-])([O-])=O.[Na+].[Na+]. The catalyst is O1CCOCC1.Cl[Pd](Cl)([P](C1C=CC=CC=1)(C1C=CC=CC=1)C1C=CC=CC=1)[P](C1C=CC=CC=1)(C1C=CC=CC=1)C1C=CC=CC=1. The product is [I:10][C:9]1[N:4]2[C:5]([S:6][C:2]([C:16]3[CH:15]=[C:14]4[C:19](=[CH:18][CH:17]=3)[NH:11][CH:12]=[CH:13]4)=[N:3]2)=[N:7][CH:8]=1. The yield is 0.540. (5) The reactants are [ClH:1].Cl.[NH2:3][CH:4]1[CH2:9][CH2:8][N:7]([CH2:10][C@H:11]2[N:21]3[C:22]4[N:13]([C:14](=[O:24])[CH:15]=[CH:16][C:17]=4[CH:18]=[CH:19][C:20]3=[O:23])[CH2:12]2)[CH2:6][CH2:5]1.C(N(CC)CC)C.[S:32]1[C:41]2[CH:40]=[C:39]([CH:42]=O)[N:38]=[CH:37][C:36]=2[O:35][CH2:34][CH2:33]1.[BH-](OC(C)=O)(OC(C)=O)OC(C)=O.[Na+].C([O-])(O)=O.[Na+]. The catalyst is C(Cl)(Cl)Cl.CO. The product is [ClH:1].[S:32]1[C:41]2[CH:40]=[C:39]([CH2:42][NH:3][CH:4]3[CH2:5][CH2:6][N:7]([CH2:10][C@H:11]4[N:21]5[C:22]6[N:13]([C:14](=[O:24])[CH:15]=[CH:16][C:17]=6[CH:18]=[CH:19][C:20]5=[O:23])[CH2:12]4)[CH2:8][CH2:9]3)[N:38]=[CH:37][C:36]=2[O:35][CH2:34][CH2:33]1. The yield is 0.780. (6) The reactants are Br[C:2]1[CH:3]=[CH:4][C:5]2[N:6]([C:8]([C:11]3[CH:20]=[CH:19][C:18]4[C:13](=[C:14]([O:21][Si:22]([C:25]([CH3:28])([CH3:27])[CH3:26])([CH3:24])[CH3:23])[CH:15]=[CH:16][CH:17]=4)[N:12]=3)=[N:9][N:10]=2)[CH:7]=1.[CH:29]1(B(O)O)[CH2:31][CH2:30]1.P(C1CCCCC1)(C1CCCCC1)C1CCCCC1.[O-]P([O-])([O-])=O.[K+].[K+].[K+]. The catalyst is C1(C)C=CC=CC=1.CC([O-])=O.CC([O-])=O.[Pd+2].O. The product is [Si:22]([O:21][C:14]1[CH:15]=[CH:16][CH:17]=[C:18]2[C:13]=1[N:12]=[C:11]([C:8]1[N:6]3[CH:7]=[C:2]([CH:29]4[CH2:31][CH2:30]4)[CH:3]=[CH:4][C:5]3=[N:10][N:9]=1)[CH:20]=[CH:19]2)([C:25]([CH3:28])([CH3:27])[CH3:26])([CH3:24])[CH3:23]. The yield is 0.348.